From a dataset of Reaction yield outcomes from USPTO patents with 853,638 reactions. Predict the reaction yield, written as a fraction of the theoretical maximum amount of product (1.0 means a 100% yield; for example, 0.34 means a 34% yield). (1) The reactants are [Cl:1][C:2]1[CH:7]=[CH:6][C:5]([NH:8][C@H:9]2[C:18]3[C:13](=[CH:14][CH:15]=[CH:16][CH:17]=3)[N:12]([C:19](=[O:28])[C:20]3[CH:25]=[CH:24][C:23]([O:26][CH3:27])=[CH:22][CH:21]=3)[C@@H:11]([CH3:29])[CH2:10]2)=[C:4]([CH3:30])[CH:3]=1.C(N(C(C)C)CC)(C)C.[C:40](Cl)(=[O:42])[CH3:41]. No catalyst specified. The product is [Cl:1][C:2]1[CH:7]=[CH:6][C:5]([N:8]([C@H:9]2[C:18]3[C:13](=[CH:14][CH:15]=[CH:16][CH:17]=3)[N:12]([C:19](=[O:28])[C:20]3[CH:21]=[CH:22][C:23]([O:26][CH3:27])=[CH:24][CH:25]=3)[C@@H:11]([CH3:29])[CH2:10]2)[C:40](=[O:42])[CH3:41])=[C:4]([CH3:30])[CH:3]=1. The yield is 0.920. (2) The reactants are [S:1]1[CH:5]=[CH:4][C:3]2[C:6]([N:10]3[CH2:15][CH2:14][N:13]([CH2:16][CH2:17][CH2:18][O:19][C:20]4[CH:30]=[CH:29][C:23]([C:24]([NH:26][CH2:27][CH3:28])=[O:25])=[CH:22][C:21]=4[N+:31]([O-])=O)[CH2:12][CH2:11]3)=[CH:7][CH:8]=[CH:9][C:2]1=2. The catalyst is [C].[Pd].C(O)C. The product is [NH2:31][C:21]1[CH:22]=[C:23]([CH:29]=[CH:30][C:20]=1[O:19][CH2:18][CH2:17][CH2:16][N:13]1[CH2:12][CH2:11][N:10]([C:6]2[C:3]3[CH:4]=[CH:5][S:1][C:2]=3[CH:9]=[CH:8][CH:7]=2)[CH2:15][CH2:14]1)[C:24]([NH:26][CH2:27][CH3:28])=[O:25]. The yield is 0.830.